Dataset: Peptide-MHC class I binding affinity with 185,985 pairs from IEDB/IMGT. Task: Regression. Given a peptide amino acid sequence and an MHC pseudo amino acid sequence, predict their binding affinity value. This is MHC class I binding data. (1) The peptide sequence is ATPYDINQML. The MHC is HLA-A01:01 with pseudo-sequence HLA-A01:01. The binding affinity (normalized) is 0. (2) The peptide sequence is LLGLWGIAAS. The MHC is HLA-A02:06 with pseudo-sequence HLA-A02:06. The binding affinity (normalized) is 0.157. (3) The MHC is HLA-A69:01 with pseudo-sequence HLA-A69:01. The peptide sequence is GRLQSLQTY. The binding affinity (normalized) is 0.0847. (4) The binding affinity (normalized) is 0.535. The peptide sequence is DCIMTSYQY. The MHC is HLA-A01:01 with pseudo-sequence HLA-A01:01. (5) The peptide sequence is KAGQYVTIW. The MHC is Mamu-B17 with pseudo-sequence Mamu-B17. The binding affinity (normalized) is 0. (6) The peptide sequence is RQYERYTAL. The MHC is HLA-B45:06 with pseudo-sequence HLA-B45:06. The binding affinity (normalized) is 0.213.